From a dataset of Peptide-MHC class I binding affinity with 185,985 pairs from IEDB/IMGT. Regression. Given a peptide amino acid sequence and an MHC pseudo amino acid sequence, predict their binding affinity value. This is MHC class I binding data. (1) The peptide sequence is WIKYIQYGV. The MHC is HLA-A02:06 with pseudo-sequence HLA-A02:06. The binding affinity (normalized) is 0.367. (2) The peptide sequence is FYHISTGGY. The MHC is HLA-A24:03 with pseudo-sequence HLA-A24:03. The binding affinity (normalized) is 0.558. (3) The peptide sequence is EPFLVQFWI. The MHC is HLA-B27:03 with pseudo-sequence HLA-B27:03. The binding affinity (normalized) is 0.0847. (4) The peptide sequence is ASGQRCHFIK. The MHC is HLA-A31:01 with pseudo-sequence HLA-A31:01. The binding affinity (normalized) is 0.326. (5) The peptide sequence is KLRQGNTLV. The MHC is HLA-B58:01 with pseudo-sequence HLA-B58:01. The binding affinity (normalized) is 0.0847.